This data is from Reaction yield outcomes from USPTO patents with 853,638 reactions. The task is: Predict the reaction yield, written as a fraction of the theoretical maximum amount of product (1.0 means a 100% yield; for example, 0.34 means a 34% yield). (1) The reactants are CC1(C)C(C)(C)OB([C:9]2[CH:14]=[CH:13][C:12]([C:15]3[NH:19][C:18]([C@@H:20]4[CH2:24][CH2:23][CH2:22][N:21]4[C:25]([O:27][C:28]([CH3:31])([CH3:30])[CH3:29])=[O:26])=[N:17][CH:16]=3)=[CH:11][CH:10]=2)O1.Cl[C:34]1[N:39]=[CH:38][C:37]([C:40]2[N:44]([CH2:45][O:46][CH2:47][CH2:48][Si:49]([CH3:52])([CH3:51])[CH3:50])[C:43]([C@@H:53]3[CH2:57][CH2:56][CH2:55][N:54]3[C:58]([O:60][C:61]([CH3:64])([CH3:63])[CH3:62])=[O:59])=[N:42][CH:41]=2)=[CH:36][N:35]=1.C([O-])(O)=O.[Na+].COCCOC. The catalyst is C(OCC)(=O)C.[Pd].O. The product is [C:61]([O:60][C:58]([N:54]1[CH2:55][CH2:56][CH2:57][C@H:53]1[C:43]1[N:44]([CH2:45][O:46][CH2:47][CH2:48][Si:49]([CH3:52])([CH3:51])[CH3:50])[C:40]([C:37]2[CH:36]=[N:35][C:34]([C:9]3[CH:10]=[CH:11][C:12]([C:15]4[NH:19][C:18]([C@@H:20]5[CH2:24][CH2:23][CH2:22][N:21]5[C:25]([O:27][C:28]([CH3:31])([CH3:30])[CH3:29])=[O:26])=[N:17][CH:16]=4)=[CH:13][CH:14]=3)=[N:39][CH:38]=2)=[CH:41][N:42]=1)=[O:59])([CH3:64])([CH3:63])[CH3:62]. The yield is 0.980. (2) The yield is 0.910. The catalyst is C([O-])(=O)C.[Pd+2].C([O-])(=O)C.C(P(C(C)(C)C)C1C=CC=CC=1C1C=CC=CC=1)(C)(C)C. The product is [C:14]([C:17]1[CH:22]=[C:21]([C:5]2[CH:4]=[C:3]([O:2][CH3:1])[CH:8]=[C:7]([O:9][CH3:10])[CH:6]=2)[CH:20]=[CH:19][CH:18]=1)(=[O:16])[CH3:15]. The reactants are [CH3:1][O:2][C:3]1[CH:4]=[C:5](Cl)[CH:6]=[C:7]([O:9][CH3:10])[CH:8]=1.[OH-].[OH-].[C:14]([C:17]1[CH:18]=[C:19]([B+2])[CH:20]=[CH:21][CH:22]=1)(=[O:16])[CH3:15].[F-].[K+].